This data is from Catalyst prediction with 721,799 reactions and 888 catalyst types from USPTO. The task is: Predict which catalyst facilitates the given reaction. (1) Reactant: [CH2:1]([O:8][C:9]1[CH:30]=[CH:29][C:12]([O:13][CH2:14][CH:15]([OH:28])[CH2:16][N:17]2[C:25]3[C:20](=[CH:21][C:22]([C:26]#[N:27])=[CH:23][CH:24]=3)[CH:19]=[CH:18]2)=[CH:11][CH:10]=1)[CH2:2][CH2:3][CH2:4][CH2:5][CH2:6][CH3:7].[OH-:31].[K+]. Product: [CH2:1]([O:8][C:9]1[CH:10]=[CH:11][C:12]([O:13][CH2:14][CH:15]([OH:28])[CH2:16][N:17]2[C:25]3[C:20](=[CH:21][C:22]([C:26]([NH2:27])=[O:31])=[CH:23][CH:24]=3)[CH:19]=[CH:18]2)=[CH:29][CH:30]=1)[CH2:2][CH2:3][CH2:4][CH2:5][CH2:6][CH3:7]. The catalyst class is: 107. (2) The catalyst class is: 1. Reactant: [S:1]1[C:5]2[CH:6]=[CH:7][CH:8]=[CH:9][C:4]=2[N:3]=[C:2]1[CH2:10][C@@H:11]1[CH2:15][O:14][CH2:13][C@H:12]1O.[C:17]1(=[O:27])[NH:21][C:20](=[O:22])[C:19]2=[CH:23][CH:24]=[CH:25][CH:26]=[C:18]12.C1(P(C2C=CC=CC=2)C2C=CC=CC=2)C=CC=CC=1.N(C(OCC)=O)=NC(OCC)=O. Product: [S:1]1[C:5]2[CH:6]=[CH:7][CH:8]=[CH:9][C:4]=2[N:3]=[C:2]1[CH2:10][C@H:11]1[CH2:15][O:14][CH2:13][C@H:12]1[N:21]1[C:17](=[O:27])[C:18]2[C:19](=[CH:23][CH:24]=[CH:25][CH:26]=2)[C:20]1=[O:22]. (3) Reactant: Cl[CH2:2][CH2:3][C:4]1[CH:9]=[CH:8][C:7]([F:10])=[CH:6][CH:5]=1.CN(C=O)C.[C:16]([O-:19])(=[S:18])[CH3:17].[K+]. Product: [F:10][C:7]1[CH:8]=[CH:9][C:4]([CH2:3][CH2:2][S:18][C:16](=[O:19])[CH3:17])=[CH:5][CH:6]=1. The catalyst class is: 6. (4) Reactant: [Cl:1][C:2]1[CH:3]=[C:4]([CH:8]=[CH:9][C:10]=1[N:11]1[CH:16]([CH3:17])[CH2:15][O:14][CH2:13][C:12]1=[O:18])[C:5]([OH:7])=O.[Cl:19][C:20]1[CH:33]=[CH:32][C:23]2[NH:24][C:25]([C@@H:27]([NH2:31])[CH2:28][O:29][CH3:30])=[N:26][C:22]=2[CH:21]=1.CN(C(ON1N=NC2C=CC=CC1=2)=[N+](C)C)C.[B-](F)(F)(F)F. Product: [Cl:1][C:2]1[CH:3]=[C:4]([CH:8]=[CH:9][C:10]=1[N:11]1[CH:16]([CH3:17])[CH2:15][O:14][CH2:13][C:12]1=[O:18])[C:5]([NH:31][C@H:27]([C:25]1[NH:24][C:23]2[CH:32]=[CH:33][C:20]([Cl:19])=[CH:21][C:22]=2[N:26]=1)[CH2:28][O:29][CH3:30])=[O:7]. The catalyst class is: 3.